The task is: Predict the reactants needed to synthesize the given product.. This data is from Full USPTO retrosynthesis dataset with 1.9M reactions from patents (1976-2016). (1) Given the product [OH:28][CH:27]([C:29]1[CH:34]=[CH:33][CH:32]=[CH:31][CH:30]=1)[CH:26]([N:25]([CH3:24])[C:13]([C:12]1[C:7]([C:1]2[CH:2]=[CH:3][CH:4]=[CH:5][CH:6]=2)=[N:8][C:9]([NH:16][CH2:17][C:18]2[CH:23]=[CH:22][CH:21]=[CH:20][N:19]=2)=[N:10][CH:11]=1)=[O:15])[CH3:35], predict the reactants needed to synthesize it. The reactants are: [C:1]1([C:7]2[C:12]([C:13]([OH:15])=O)=[CH:11][N:10]=[C:9]([NH:16][CH2:17][C:18]3[CH:23]=[CH:22][CH:21]=[CH:20][N:19]=3)[N:8]=2)[CH:6]=[CH:5][CH:4]=[CH:3][CH:2]=1.[CH3:24][NH:25][C@@H:26]([CH3:35])[C@@H:27]([C:29]1[CH:34]=[CH:33][CH:32]=[CH:31][CH:30]=1)[OH:28]. (2) Given the product [CH2:7]([C:9]1[CH:10]=[C:11]([CH2:12][OH:13])[CH:16]=[CH:17][CH:18]=1)[CH3:8], predict the reactants needed to synthesize it. The reactants are: [H-].[Al+3].[Li+].[H-].[H-].[H-].[CH2:7]([C:9]1[CH:10]=[C:11]([CH:16]=[CH:17][CH:18]=1)[C:12](OC)=[O:13])[CH3:8].